Dataset: Forward reaction prediction with 1.9M reactions from USPTO patents (1976-2016). Task: Predict the product of the given reaction. (1) Given the reactants [NH2:1][C:2]1[CH:7]=[C:6]([C:8]([C:10]2[C:18]3[CH:17]=[N:16][CH:15]=[N:14][C:13]=3[N:12]([CH:19]3[CH2:21][CH2:20]3)[CH:11]=2)=[O:9])[CH:5]=[CH:4][N:3]=1.[C:22]([C:24]1[CH:29]=[CH:28][C:27]([CH2:30][C:31](O)=[O:32])=[CH:26][CH:25]=1)#[N:23], predict the reaction product. The product is: [C:22]([C:24]1[CH:29]=[CH:28][C:27]([CH2:30][C:31]([NH:1][C:2]2[CH:7]=[C:6]([C:8]([C:10]3[C:18]4[CH:17]=[N:16][CH:15]=[N:14][C:13]=4[N:12]([CH:19]4[CH2:20][CH2:21]4)[CH:11]=3)=[O:9])[CH:5]=[CH:4][N:3]=2)=[O:32])=[CH:26][CH:25]=1)#[N:23]. (2) Given the reactants CN(C)C=O.Cl.Cl[CH2:8][CH:9]1[CH2:14][CH2:13][CH2:12][N:11]([CH3:15])[CH2:10]1.C(=O)([O-])[O-].[K+].[K+].[NH2:22][C:23]1[CH:42]=[CH:41][C:26]([O:27][C:28]2[C:37]3[C:32](=[CH:33][C:34]([OH:40])=[C:35]([C:38]#[N:39])[CH:36]=3)[N:31]=[CH:30][CH:29]=2)=[CH:25][C:24]=1[F:43], predict the reaction product. The product is: [NH2:22][C:23]1[CH:42]=[CH:41][C:26]([O:27][C:28]2[C:37]3[C:32](=[CH:33][C:34]([O:40][CH2:8][CH:9]4[CH2:14][CH2:13][CH2:12][N:11]([CH3:15])[CH2:10]4)=[C:35]([C:38]#[N:39])[CH:36]=3)[N:31]=[CH:30][CH:29]=2)=[CH:25][C:24]=1[F:43]. (3) The product is: [CH2:1]([S:3]([C:6]1[CH:11]=[CH:10][C:9]([OH:12])=[C:8]([F:14])[CH:7]=1)(=[O:4])=[O:5])[CH3:2]. Given the reactants [CH2:1]([S:3]([C:6]1[CH:11]=[CH:10][C:9]([O:12]C)=[C:8]([F:14])[CH:7]=1)(=[O:5])=[O:4])[CH3:2].O, predict the reaction product. (4) Given the reactants CSC.B.[CH:5]([N:18]1[CH2:21][C:20]2([CH2:26][NH:25][C:24](=O)[CH2:23][O:22]2)[CH2:19]1)([C:12]1[CH:17]=[CH:16][CH:15]=[CH:14][CH:13]=1)[C:6]1[CH:11]=[CH:10][CH:9]=[CH:8][CH:7]=1.CO.CNCCNC, predict the reaction product. The product is: [CH:5]([N:18]1[CH2:21][C:20]2([CH2:26][NH:25][CH2:24][CH2:23][O:22]2)[CH2:19]1)([C:6]1[CH:7]=[CH:8][CH:9]=[CH:10][CH:11]=1)[C:12]1[CH:13]=[CH:14][CH:15]=[CH:16][CH:17]=1.